Dataset: TCR-epitope binding with 47,182 pairs between 192 epitopes and 23,139 TCRs. Task: Binary Classification. Given a T-cell receptor sequence (or CDR3 region) and an epitope sequence, predict whether binding occurs between them. (1) The epitope is YIFFASFYY. The TCR CDR3 sequence is CASSRTNTGELFF. Result: 1 (the TCR binds to the epitope). (2) The epitope is TVYDPLQPELDSFK. The TCR CDR3 sequence is CASTYDRDEQYF. Result: 0 (the TCR does not bind to the epitope). (3) The epitope is FTYASALWEI. The TCR CDR3 sequence is CASSSGLAGGFYNEQFF. Result: 1 (the TCR binds to the epitope). (4) The epitope is LLWNGPMAV. The TCR CDR3 sequence is CASSQDLPGVGTEAFF. Result: 0 (the TCR does not bind to the epitope). (5) The TCR CDR3 sequence is CASSQGFSANEQYF. Result: 0 (the TCR does not bind to the epitope). The epitope is FPPTSFGPL. (6) The epitope is FQPTNGVGY. The TCR CDR3 sequence is CASSYSIGGNTDTQYF. Result: 1 (the TCR binds to the epitope).